Task: Predict the reactants needed to synthesize the given product.. Dataset: Full USPTO retrosynthesis dataset with 1.9M reactions from patents (1976-2016) (1) Given the product [CH3:1][O:2][C:3]1[CH:4]=[CH:5][C:6]([CH2:12][S:13][CH2:14][C:15]([OH:17])=[O:16])=[N:7][C:8]=1[N+:9]([O-:11])=[O:10], predict the reactants needed to synthesize it. The reactants are: [CH3:1][O:2][C:3]1[CH:4]=[CH:5][C:6]([CH2:12][S:13][CH2:14][C:15]([O:17]C)=[O:16])=[N:7][C:8]=1[N+:9]([O-:11])=[O:10]. (2) Given the product [F:21][C:22]1[CH:30]=[C:29]2[C:25]([C:26]([C:40]3[CH:41]=[N:42][N:43]([CH:45]4[CH2:46][CH2:47][N:48]([S:51]([CH:54]([CH3:56])[CH3:55])(=[O:52])=[O:53])[CH2:49][CH2:50]4)[CH:44]=3)=[CH:27][NH:28]2)=[CH:24][CH:23]=1, predict the reactants needed to synthesize it. The reactants are: FC1C=C2C(C(I)=CN2S(C2C=CC=CC=2)(=O)=O)=CC=1.[F:21][C:22]1[CH:30]=[C:29]2[C:25]([C:26]([C:40]3[CH:41]=[N:42][N:43]([CH:45]4[CH2:50][CH2:49][N:48]([S:51]([CH:54]([CH3:56])[CH3:55])(=[O:53])=[O:52])[CH2:47][CH2:46]4)[CH:44]=3)=[CH:27][N:28]2S(C2C=CC=CC=2)(=O)=O)=[CH:24][CH:23]=1.